Task: Binary Classification. Given a miRNA mature sequence and a target amino acid sequence, predict their likelihood of interaction.. Dataset: Experimentally validated miRNA-target interactions with 360,000+ pairs, plus equal number of negative samples (1) The miRNA is hsa-miR-27a-3p with sequence UUCACAGUGGCUAAGUUCCGC. The protein sequence of the target gene is MRSEALLLYFTLLHFAGAGFPEDSEPISISHGNYTKQYPVFVGHKPGRNTTQRHRLDIQMIMIMNGTLYIAARDHIYTVDIDTSHTEEIYCSKKLTWKSRQADVDTCRMKGKHKDECHNFIKVLLKKNDDALFVCGTNAFNPSCRNYKMDTLEPFGDEFSGMARCPYDAKHANVALFADGKLYSATVTDFLAIDAVIYRSLGESPTLRTVKHDSKWLKEPYFVQAVDYGDYIYFFFREIAVEYNTMGKVVFPRVAQVCKNDMGGSQRVLEKQWTSFLKARLNCSVPGDSHFYFNILQAVT.... Result: 1 (interaction). (2) The miRNA is hsa-miR-4738-3p with sequence UGAAACUGGAGCGCCUGGAGGA. The protein sequence of the target gene is MNEDPKVNLSGLPRDCIDAGAPENISAAVPSQGSVAESEPELVVNPWDIVLCSSGTLICCENAVVVLIIFHSPSLRAPMFLLIGSLALADLLAGLGLIINFVFAYLLQSEATKLVTIGLIVASFSASVCSLLAITVDRYLSLYYALTYHSERTVTFTYVMLVMLWGTSICLGLLPVMGWNCLRDESTCSVVRPLTKNNAAILSISFLFMFALMLQLYIQICKIVMRHAHQIALQHHFLATSHYVTTRKGVSTLALILGTFAACWMPFTLYSLIADYTYPSIYTYATLLPATYNSIINPVI.... Result: 0 (no interaction). (3) The miRNA is hsa-miR-34b-5p with sequence UAGGCAGUGUCAUUAGCUGAUUG. The protein sequence of the target gene is MEGVAVVTAGSVGAAKTEGAAALPPPPPVSPPALTPAPAAGEEGPAPLSETGAPGCSGSRPPELEPERSLGRFRGRFEDEDEELEEEEELEEEEEEEEEDMSHFSLRLEGGRQDSEDEEERLINLSELTPYILCSICKGYLIDATTITECLHTFCKSCIVRHFYYSNRCPKCNIVVHQTQPLYNIRLDRQLQDIVYKLVINLEEREKKQMHDFYKERGLEVPKPAVPQPVPSSKGRSKKVLESVFRIPPELDMSLLLEFIGANEGTGHFKPLEKKFVRVSGEATIGHVEKFLRRKMGLDP.... Result: 0 (no interaction). (4) The miRNA is hsa-miR-4536-5p with sequence UGUGGUAGAUAUAUGCACGAU. The protein sequence of the target gene is MFRTKRSALVRRLWRSRAPGGEDEEEGVGGGGGGGGLRGEGATDGRAYGAGGGGAGRAGCCLGKAVRGAKGHHHPHPPSSGAGAAGGAEADLKALTHSVLKKLKERQLELLLQAVESRGGTRTACLLLPGRLDCRLGPGAPASAQPAQPPSSYSLPLLLCKVFRWPDLRHSSEVKRLCCCESYGKINPELVCCNPHHLSRLCELESPPPPYSRYPMDFLKPTADCPDAVPSSDETGGTNYLAPGGLSDSQLLLEPGDRSHWCVVAYWEEKTRVGRLYCVQEPSLDIFYDLPQGNGFCLGQ.... Result: 0 (no interaction). (5) The miRNA is hsa-miR-10a-5p with sequence UACCCUGUAGAUCCGAAUUUGUG. The protein sequence of the target gene is MAARRALHFVFKVGNRFQTARFYRDVLGMKVESCSVARLECSGAISAHCSDYTRITEDSFSKPYDGKWSKTMVGFGPEDDHFVAELTYNYGVGDYKLGNDFMGITLASSQAVSNARKLEWPLTEVAEGVFETEAPGGYKFYLQNRSLPQSDPVLKVTLAVSDLQKSLNYWCNLLGMKIYEKDEEKQRALLGYADNQCKLELQGVKGGVDHAAAFGRIAFSCPQKELPDLEDLMKRENQKILTPLVSLDTPGKATVQVVILADPDGHEICFVGDEAFRELSKMDPEGSKLLDDAMAADKSD.... Result: 1 (interaction).